From a dataset of Full USPTO retrosynthesis dataset with 1.9M reactions from patents (1976-2016). Predict the reactants needed to synthesize the given product. (1) Given the product [ClH:46].[C:27]([N:23]1[C:24]2[C:19](=[CH:18][C:17]([C:15]3[CH:14]=[N:13][N:12]([CH2:11][CH2:10][NH:6][CH3:5])[CH:16]=3)=[CH:26][CH:25]=2)[C@H:20]([NH:31][C:32]2[CH:37]=[CH:36][CH:35]=[C:34]([CH3:38])[N:33]=2)[CH2:21][C@@H:22]1[CH3:30])(=[O:29])[CH3:28], predict the reactants needed to synthesize it. The reactants are: CC([CH2:5][N:6]([CH2:10][CH2:11][N:12]1[CH:16]=[C:15]([C:17]2[CH:18]=[C:19]3[C:24](=[CH:25][CH:26]=2)[N:23]([C:27](=[O:29])[CH3:28])[C@@H:22]([CH3:30])[CH2:21][C@H:20]3[NH:31][C:32]2[CH:37]=[CH:36][CH:35]=[C:34]([CH3:38])[N:33]=2)[CH:14]=[N:13]1)C(=O)[O-])(C)C.FC(F)(F)C(O)=O.[ClH:46].CCOCC. (2) Given the product [NH:33]1[C:29]([C:25]2[CH:24]=[C:23]([CH:28]=[CH:27][CH:26]=2)[CH2:22][N:8]([CH2:7][CH2:6][C:5]2[CH:4]=[CH:3][C:2]([Cl:1])=[CH:32][CH:31]=2)[CH:9]2[CH2:10][CH2:11][N:12]([C:15]([O:17][C:18]([CH3:21])([CH3:20])[CH3:19])=[O:16])[CH2:13][CH2:14]2)=[N:30][N:35]=[N:34]1, predict the reactants needed to synthesize it. The reactants are: [Cl:1][C:2]1[CH:32]=[CH:31][C:5]([CH2:6][CH2:7][N:8]([CH2:22][C:23]2[CH:28]=[CH:27][CH:26]=[C:25]([C:29]#[N:30])[CH:24]=2)[CH:9]2[CH2:14][CH2:13][N:12]([C:15]([O:17][C:18]([CH3:21])([CH3:20])[CH3:19])=[O:16])[CH2:11][CH2:10]2)=[CH:4][CH:3]=1.[N-:33]=[N+:34]=[N-:35].[Na+].Cl.C(N(CC)CC)C. (3) Given the product [CH3:1][C:2]1[O:6][N:5]=[C:4]([C:7]2[CH:12]=[CH:11][N:10]=[CH:9][N:8]=2)[C:3]=1[CH2:13][OH:14], predict the reactants needed to synthesize it. The reactants are: [CH3:1][C:2]1[O:6][N:5]=[C:4]([C:7]2[CH:12]=[CH:11][N:10]=[CH:9][N:8]=2)[C:3]=1[C:13](O)=[O:14].C(N(CC)CC)C.C(OC(Cl)=O)C.[BH4-].[Na+]. (4) Given the product [F:16][CH:2]([F:1])[C:3]1[CH:4]=[C:5]([CH:10]2[CH2:15][CH2:14][NH:13][CH2:12][CH2:11]2)[CH:6]=[CH:7][C:8]=1[F:9], predict the reactants needed to synthesize it. The reactants are: [F:1][CH:2]([F:16])[C:3]1[CH:4]=[C:5]([C:10]2[CH:15]=[CH:14][N:13]=[CH:12][CH:11]=2)[CH:6]=[CH:7][C:8]=1[F:9].Cl. (5) Given the product [CH2:1]([O:8][C:9]1[CH:14]=[C:13]([O:15][CH2:16][C:17]2[CH:18]=[CH:19][CH:20]=[CH:21][CH:22]=2)[CH:12]=[C:11]([O:23][C:24]2[CH:25]=[CH:26][C:27]([N+:30]([O-:32])=[O:31])=[CH:28][CH:29]=2)[C:10]=1[C:33]1[O:42][N:44]=[C:35]([C:36]([O:38][CH2:39][CH3:40])=[O:37])[CH:34]=1)[C:2]1[CH:7]=[CH:6][CH:5]=[CH:4][CH:3]=1, predict the reactants needed to synthesize it. The reactants are: [CH2:1]([O:8][C:9]1[CH:14]=[C:13]([O:15][CH2:16][C:17]2[CH:22]=[CH:21][CH:20]=[CH:19][CH:18]=2)[CH:12]=[C:11]([O:23][C:24]2[CH:29]=[CH:28][C:27]([N+:30]([O-:32])=[O:31])=[CH:26][CH:25]=2)[C:10]=1[C:33](=[O:42])[CH2:34][C:35](=O)[C:36]([O:38][CH2:39][CH3:40])=[O:37])[C:2]1[CH:7]=[CH:6][CH:5]=[CH:4][CH:3]=1.Cl.[NH2:44]O. (6) Given the product [Br:1][C:2]1[CH:7]=[C:6]([C:8]([C:10]2[CH:15]=[CH:14][C:13]([Cl:16])=[CH:12][CH:11]=2)=[O:9])[CH:5]=[CH:4][C:3]=1[NH2:17], predict the reactants needed to synthesize it. The reactants are: [Br:1][C:2]1[CH:7]=[C:6]([C:8]([C:10]2[CH:15]=[CH:14][C:13]([Cl:16])=[CH:12][CH:11]=2)=[O:9])[CH:5]=[CH:4][C:3]=1[NH:17]C(=O)OC(C)(C)C.FC(F)(F)C(O)=O. (7) Given the product [CH:26]([C:7]1[CH:12]=[CH:11][C:10]([CH2:13][C:14]([CH3:23])([CH3:22])[C:15]([O:17][C:18]([CH3:21])([CH3:20])[CH3:19])=[O:16])=[CH:9][CH:8]=1)=[O:27], predict the reactants needed to synthesize it. The reactants are: C([Li])(C)(C)C.Br[C:7]1[CH:12]=[CH:11][C:10]([CH2:13][C:14]([CH3:23])([CH3:22])[C:15]([O:17][C:18]([CH3:21])([CH3:20])[CH3:19])=[O:16])=[CH:9][CH:8]=1.CN(C)[CH:26]=[O:27].O. (8) Given the product [CH3:33][O:34][C:35]1[CH:40]=[CH:39][C:38]([CH2:12][C@@H:13]2[CH2:22][CH2:21][C:20]3[CH:19]=[C:18]([C@H:23]4[CH2:32][CH2:31][C@@:25]5([NH:29][C:28](=[O:30])[O:27][CH2:26]5)[CH2:24]4)[CH:17]=[CH:16][C:15]=3[CH2:14]2)=[C:37]([CH3:43])[CH:36]=1, predict the reactants needed to synthesize it. The reactants are: CC1C=CC(S(O[CH2:12][C@@H:13]2[CH2:22][CH2:21][C:20]3[C:15](=[CH:16][CH:17]=[C:18]([C@H:23]4[CH2:32][CH2:31][C@@:25]5([NH:29][C:28](=[O:30])[O:27][CH2:26]5)[CH2:24]4)[CH:19]=3)[CH2:14]2)(=O)=O)=CC=1.[CH3:33][O:34][C:35]1[CH:40]=[CH:39][C:38]([Mg]Br)=[C:37]([CH3:43])[CH:36]=1. (9) Given the product [CH3:4][N:5]([CH2:1][C:9]1[C:10]2[C:11](=[N:12][CH:13]=[C:14](/[CH:16]=[CH:17]/[C:18]([O:20][C:21]([CH3:24])([CH3:23])[CH3:22])=[O:19])[CH:15]=2)[NH:7][CH:8]=1)[CH3:6], predict the reactants needed to synthesize it. The reactants are: [CH2:1]=O.Cl.[CH3:4][NH:5][CH3:6].[NH:7]1[C:11]2=[N:12][CH:13]=[C:14](/[CH:16]=[CH:17]/[C:18]([O:20][C:21]([CH3:24])([CH3:23])[CH3:22])=[O:19])[CH:15]=[C:10]2[CH:9]=[CH:8]1.